From a dataset of Reaction yield outcomes from USPTO patents with 853,638 reactions. Predict the reaction yield, written as a fraction of the theoretical maximum amount of product (1.0 means a 100% yield; for example, 0.34 means a 34% yield). (1) The reactants are [OH:1][C:2]1[CH:3]=[C:4]([CH:9]=[C:10]([OH:12])[CH:11]=1)[C:5]([O:7][CH3:8])=[O:6].C([O-])([O-])=O.[K+].[K+].Br[CH2:20][CH2:21][CH2:22][CH2:23][CH2:24][CH2:25][CH2:26][CH2:27][CH2:28][CH2:29][CH2:30][CH3:31].Cl. The catalyst is CN(C=O)C. The product is [CH2:20]([O:1][C:2]1[CH:3]=[C:4]([CH:9]=[C:10]([O:12][CH2:31][CH2:30][CH2:29][CH2:28][CH2:27][CH2:26][CH2:25][CH2:24][CH2:23][CH2:22][CH2:21][CH3:20])[CH:11]=1)[C:5]([O:7][CH3:8])=[O:6])[CH2:21][CH2:22][CH2:23][CH2:24][CH2:25][CH2:26][CH2:27][CH2:28][CH2:29][CH2:30][CH3:31]. The yield is 0.750. (2) The reactants are Br[C:2]1[N:6]2[CH:7]=[CH:8][C:9]([C:11]([F:14])([F:13])[CH3:12])=[N:10][C:5]2=[N:4][CH:3]=1.[F:15][C:16]1[CH:21]=[CH:20][C:19](B2OC(C)(C)C(C)(C)O2)=[CH:18][C:17]=1[C:31]1[C:32]([C:37]#[N:38])=[CH:33][CH:34]=[CH:35][CH:36]=1. The product is [F:13][C:11]([C:9]1[CH:8]=[CH:7][N:6]2[C:2]([C:19]3[CH:20]=[CH:21][C:16]([F:15])=[C:17]([C:31]4[C:32]([C:37]#[N:38])=[CH:33][CH:34]=[CH:35][CH:36]=4)[CH:18]=3)=[CH:3][N:4]=[C:5]2[N:10]=1)([F:14])[CH3:12]. No catalyst specified. The yield is 0.240. (3) The reactants are [CH3:13][C:12]([O:11][C:9](O[C:9]([O:11][C:12]([CH3:15])([CH3:14])[CH3:13])=[O:10])=[O:10])([CH3:15])[CH3:14].[NH2:16][CH2:17][C:18]1[CH:23]=[CH:22][C:21]([C:24]2[CH:29]=[CH:28][CH:27]=[CH:26][C:25]=2[O:30][CH2:31][CH3:32])=[C:20]([NH2:33])[CH:19]=1. The catalyst is O1CCOCC1. The product is [C:12]([O:11][C:9](=[O:10])[NH:16][CH2:17][C:18]1[CH:23]=[CH:22][C:21]([C:24]2[CH:29]=[CH:28][CH:27]=[CH:26][C:25]=2[O:30][CH2:31][CH3:32])=[C:20]([NH2:33])[CH:19]=1)([CH3:13])([CH3:14])[CH3:15]. The yield is 0.310. (4) The reactants are [OH-].[Na+].[CH3:3][N:4]1[C:8]([C:9]2[CH:14]=[CH:13][N:12]=[C:11]([NH:15][C:16]3[CH:21]=[CH:20][C:19]([NH:22]C(=O)C)=[CH:18][CH:17]=3)[N:10]=2)=[CH:7][N:6]=[C:5]1[CH3:26]. The catalyst is C(O)(C)C.O. The product is [CH3:3][N:4]1[C:8]([C:9]2[CH:14]=[CH:13][N:12]=[C:11]([NH:15][C:16]3[CH:21]=[CH:20][C:19]([NH2:22])=[CH:18][CH:17]=3)[N:10]=2)=[CH:7][N:6]=[C:5]1[CH3:26]. The yield is 0.690. (5) The reactants are [C:1]([NH2:5])(=[S:4])[CH2:2][CH3:3].[Cl:6][CH2:7][C:8](=O)[CH2:9]Cl. The catalyst is CN(C)C=O. The product is [Cl:6][CH2:7][C:8]1[N:5]=[C:1]([CH2:2][CH3:3])[S:4][CH:9]=1. The yield is 0.505. (6) The reactants are C(N(CC)CC)C.I[C:9]1[CH:18]=[CH:17][C:16]2[NH:15][C:14](=[O:19])[C:13]3[NH:20][CH:21]=[CH:22][C:12]=3[C:11]=2[CH:10]=1.[CH2:23]([C:25]([O-:27])=[O:26])[CH3:24].[C:28]([Si:30]([CH3:33])([CH3:32])[CH3:31])#[CH:29]. The catalyst is O1CCOCC1.[Cu](I)I.Cl[Pd](Cl)([P](C1C=CC=CC=1)(C1C=CC=CC=1)C1C=CC=CC=1)[P](C1C=CC=CC=1)(C1C=CC=CC=1)C1C=CC=CC=1. The product is [O:19]=[C:14]1[C:13]2[NH:20][CH:21]=[CH:22][C:12]=2[C:11]2[CH:10]=[C:9]([C:29]#[C:28][Si:30]([CH3:33])([CH3:32])[CH3:31])[CH:18]=[CH:17][C:16]=2[NH:15]1.[CH2:23]([C:25]([O-:27])=[O:26])[CH3:24]. The yield is 0.480.